Dataset: Full USPTO retrosynthesis dataset with 1.9M reactions from patents (1976-2016). Task: Predict the reactants needed to synthesize the given product. (1) Given the product [ClH:18].[CH3:1][O:2][NH:3][C:4]1[N:5]=[C:6]([NH:14][CH2:15][CH2:16][CH3:17])[N:7]=[C:8]([NH:10][CH2:11][C:12]#[CH:13])[N:9]=1, predict the reactants needed to synthesize it. The reactants are: [CH3:1][O:2][NH:3][C:4]1[N:9]=[C:8]([NH:10][CH2:11][CH2:12][CH3:13])[N:7]=[C:6]([NH:14][CH2:15][C:16]#[CH:17])[N:5]=1.[ClH:18].C(OCC)C.Cl.C(ONC1N=C(NCCC)N=C(NCC#C)N=1)(C)(C)C. (2) Given the product [Cl:25][CH2:26][C:27]([NH:1][CH2:2][CH:3]1[CH2:8][CH2:7][CH2:6][CH2:5][N:4]1[C:9]([O:11][C:12]([CH3:15])([CH3:14])[CH3:13])=[O:10])=[O:28], predict the reactants needed to synthesize it. The reactants are: [NH2:1][CH2:2][CH:3]1[CH2:8][CH2:7][CH2:6][CH2:5][N:4]1[C:9]([O:11][C:12]([CH3:15])([CH3:14])[CH3:13])=[O:10].C(N(C(C)C)CC)(C)C.[Cl:25][CH2:26][C:27](Cl)=[O:28].